From a dataset of Reaction yield outcomes from USPTO patents with 853,638 reactions. Predict the reaction yield, written as a fraction of the theoretical maximum amount of product (1.0 means a 100% yield; for example, 0.34 means a 34% yield). (1) The reactants are [C:1]([Si:5]([O:8][CH:9]([CH2:14][CH2:15][C:16]1[CH:21]=[CH:20][C:19]([C:22]([CH2:41][CH3:42])([C:25]2[CH:30]=[CH:29][C:28](B3OC(C)(C)C(C)(C)O3)=[C:27]([CH3:40])[CH:26]=2)[CH2:23][CH3:24])=[CH:18][C:17]=1[CH3:43])[C:10]([CH3:13])([CH3:12])[CH3:11])([CH3:7])[CH3:6])([CH3:4])([CH3:3])[CH3:2].C1(P(C2CCCCC2)C2C=CC=CC=2C2C(OC)=CC=CC=2OC)CCCCC1.P([O-])([O-])([O-])=O.[K+].[K+].[K+].[CH3:81][O:82][C:83](=[O:93])[C@@H:84]([C:86]1[CH:91]=[CH:90][CH:89]=[C:88](Cl)[CH:87]=1)[OH:85]. The catalyst is C(OCC)C.C([O-])(=O)C.[Pd+2].C([O-])(=O)C. The product is [CH3:81][O:82][C:83](=[O:93])[C@@H:84]([C:86]1[CH:87]=[C:88]([C:28]2[CH:29]=[CH:30][C:25]([C:22]([C:19]3[CH:20]=[CH:21][C:16]([CH2:15][CH2:14][CH:9]([O:8][Si:5]([C:1]([CH3:4])([CH3:3])[CH3:2])([CH3:6])[CH3:7])[C:10]([CH3:13])([CH3:12])[CH3:11])=[C:17]([CH3:43])[CH:18]=3)([CH2:23][CH3:24])[CH2:41][CH3:42])=[CH:26][C:27]=2[CH3:40])[CH:89]=[CH:90][CH:91]=1)[OH:85]. The yield is 0.240. (2) The yield is 0.900. The catalyst is CN(C)C=O. The reactants are [NH:1]1[C:9]2[C:4](=[CH:5][CH:6]=[C:7]([C:10]([OH:12])=[O:11])[CH:8]=2)[CH:3]=[N:2]1.[C:13](=O)([O-])[O-].[Na+].[Na+].IC.C(=O)(O)[O-].[Na+]. The product is [NH:1]1[C:9]2[C:4](=[CH:5][CH:6]=[C:7]([C:10]([O:12][CH3:13])=[O:11])[CH:8]=2)[CH:3]=[N:2]1. (3) The reactants are [H-].[Na+].C(OP([CH2:11][C:12]([NH:14][CH:15]([C:19]1[CH:48]=[CH:47][C:22]([O:23][CH2:24][CH2:25][O:26][CH2:27][CH2:28][O:29][CH2:30][CH2:31][N:32]([C:40]([O:42][C:43]([CH3:46])([CH3:45])[CH3:44])=[O:41])[C:33]([O:35][C:36]([CH3:39])([CH3:38])[CH3:37])=[O:34])=[CH:21][CH:20]=1)[CH2:16][CH2:17][CH3:18])=[O:13])(OCC)=O)C.[Br:49][C:50]1[N:55]=[C:54]([CH:56]=O)[CH:53]=[CH:52][CH:51]=1. The catalyst is O1CCCC1. The product is [Br:49][C:50]1[N:55]=[C:54](/[CH:56]=[CH:11]/[C:12]([NH:14][CH:15]([C:19]2[CH:20]=[CH:21][C:22]([O:23][CH2:24][CH2:25][O:26][CH2:27][CH2:28][O:29][CH2:30][CH2:31][N:32]([C:40]([O:42][C:43]([CH3:44])([CH3:46])[CH3:45])=[O:41])[C:33]([O:35][C:36]([CH3:37])([CH3:39])[CH3:38])=[O:34])=[CH:47][CH:48]=2)[CH2:16][CH2:17][CH3:18])=[O:13])[CH:53]=[CH:52][CH:51]=1. The yield is 0.670. (4) The reactants are [OH-].[Na+].[OH-].[NH4+:4].[Cl-].[NH4+].[Cl:7][C:8]1[CH:12]=[CH:11][NH:10][C:9]=1[C:13]([NH:15][C:16]1[CH:21]=[CH:20][CH:19]=[CH:18][C:17]=1[CH3:22])=[O:14].Cl[O-].[Na+]. The catalyst is CCCCCCCC[N+](CCCCCCCC)(CCCCCCCC)C.[Cl-].C(OCC)C.C(OC)(C)(C)C.C(OCC)(=O)C. The product is [NH2:4][N:10]1[CH:11]=[CH:12][C:8]([Cl:7])=[C:9]1[C:13]([NH:15][C:16]1[CH:21]=[CH:20][CH:19]=[CH:18][C:17]=1[CH3:22])=[O:14]. The yield is 0.860. (5) The reactants are [OH:1][C@@H:2]([CH2:6][CH:7]([CH3:9])[CH3:8])[C:3]([OH:5])=[O:4].[CH3:10]O. No catalyst specified. The product is [OH:1][C@@H:2]([CH2:6][CH:7]([CH3:9])[CH3:8])[C:3]([O:5][CH3:10])=[O:4]. The yield is 0.640. (6) The reactants are [C:1]([C:3]1[CH:4]=[C:5]2[C:10](=[CH:11][C:12]=1[O:13][C:14]1[CH:22]=[CH:21][C:17]([C:18]([OH:20])=O)=[CH:16][CH:15]=1)[O:9][CH2:8][CH2:7][CH:6]2[C:23]([O:25][CH3:26])=[O:24])#[N:2].CN(C(ON1N=NC2C=CC=CC1=2)=[N+](C)C)C.F[P-](F)(F)(F)(F)F.[NH2:51][CH:52]1[CH2:60][C:59]2[C:54](=[CH:55][CH:56]=[CH:57][CH:58]=2)[CH2:53]1.C(N(CC)C(C)C)(C)C. The catalyst is CN1CCCC1=O.CN(C1C=CN=CC=1)C. The product is [CH2:53]1[C:54]2[C:59](=[CH:58][CH:57]=[CH:56][CH:55]=2)[CH2:60][CH:52]1[NH:51][C:18]([C:17]1[CH:16]=[CH:15][C:14]([O:13][C:12]2[CH:11]=[C:10]3[C:5]([CH:6]([C:23]([O:25][CH3:26])=[O:24])[CH2:7][CH2:8][O:9]3)=[CH:4][C:3]=2[C:1]#[N:2])=[CH:22][CH:21]=1)=[O:20]. The yield is 0.750.